This data is from Forward reaction prediction with 1.9M reactions from USPTO patents (1976-2016). The task is: Predict the product of the given reaction. (1) Given the reactants [CH2:1]([N:8]([C:16]1[C:21]([CH3:22])=[CH:20][C:19]([O:23]C)=[C:18]([CH2:25][C:26]2[CH:31]=[CH:30][C:29]([CH:32]([CH3:34])[CH3:33])=[CH:28][CH:27]=2)[C:17]=1[CH3:35])[C:9](=[O:15])[CH2:10][C:11]([CH3:14])([CH3:13])[CH3:12])[C:2]1[CH:7]=[CH:6][CH:5]=[CH:4][CH:3]=1, predict the reaction product. The product is: [CH2:1]([N:8]([C:16]1[C:21]([CH3:22])=[CH:20][C:19]([OH:23])=[C:18]([CH2:25][C:26]2[CH:31]=[CH:30][C:29]([CH:32]([CH3:33])[CH3:34])=[CH:28][CH:27]=2)[C:17]=1[CH3:35])[C:9](=[O:15])[CH2:10][C:11]([CH3:12])([CH3:13])[CH3:14])[C:2]1[CH:3]=[CH:4][CH:5]=[CH:6][CH:7]=1. (2) Given the reactants Cl[C:2]1[C:3]2[C:4](=[CH:15][N:16](CC3C=CC(OC)=CC=3)[N:17]=2)[N:5]=[C:6]([C:8]2[CH:13]=[CH:12][CH:11]=[C:10]([Cl:14])[CH:9]=2)[N:7]=1.[CH3:27][O:28][C:29]1[CH:30]=[C:31]([CH:33]=[CH:34][C:35]=1[O:36][CH3:37])[NH2:32].Cl, predict the reaction product. The product is: [Cl:14][C:10]1[CH:9]=[C:8]([C:6]2[N:7]=[C:2]([NH:32][C:31]3[CH:33]=[CH:34][C:35]([O:36][CH3:37])=[C:29]([O:28][CH3:27])[CH:30]=3)[C:3]3[NH:17][N:16]=[CH:15][C:4]=3[N:5]=2)[CH:13]=[CH:12][CH:11]=1. (3) Given the reactants [N:1]1[C:10]2[C:5](=[CH:6][C:7]([C@H:11]([CH3:15])[C:12](O)=O)=[CH:8][CH:9]=2)[CH:4]=[CH:3][CH:2]=1.[NH2:16][NH:17][C:18]([NH:20][NH2:21])=[S:19].CS(O)(=O)=O.C(=O)(O)[O-].[Na+], predict the reaction product. The product is: [SH:19][C:18]1[N:20]([NH2:21])[C:12]([C@H:11]([C:7]2[CH:6]=[C:5]3[C:10](=[CH:9][CH:8]=2)[N:1]=[CH:2][CH:3]=[CH:4]3)[CH3:15])=[N:16][N:17]=1.